The task is: Predict which catalyst facilitates the given reaction.. This data is from Catalyst prediction with 721,799 reactions and 888 catalyst types from USPTO. (1) Reactant: [CH:1]([C:4]1[CH:8]=[CH:7][NH:6][N:5]=1)([CH3:3])[CH3:2].[N+]([O-])([O-])=O.[Ce+4].[NH4+].[NH4+].[N+]([O-])([O-])=O.[N+]([O-])([O-])=O.[N+]([O-])([O-])=O.[N+]([O-])([O-])=O.[N+]([O-])([O-])=O.C(#N)C.[I:39]I. The catalyst class is: 6. Product: [I:39][C:8]1[C:4]([CH:1]([CH3:3])[CH3:2])=[N:5][NH:6][CH:7]=1. (2) Reactant: [NH2:1][C:2]1[CH:11]=[CH:10][C:9]([CH2:12][NH:13][S:14]([CH3:17])(=[O:16])=[O:15])=[CH:8][C:3]=1[C:4]([O:6]C)=[O:5].O[Li].O.Cl. Product: [NH2:1][C:2]1[CH:11]=[CH:10][C:9]([CH2:12][NH:13][S:14]([CH3:17])(=[O:16])=[O:15])=[CH:8][C:3]=1[C:4]([OH:6])=[O:5]. The catalyst class is: 20. (3) Reactant: [CH3:1][N:2]1[C:6]([C:7]2[CH:8]=[C:9]3[C:14](=[CH:15][CH:16]=2)[N:13]=[CH:12][CH:11]=[CH:10]3)=[N:5][N:4]=[C:3]1[SH:17].Br[CH2:19][CH2:20][CH2:21][CH:22]1[O:27][CH2:26][C:25]([CH3:29])([CH3:28])[CH2:24][O:23]1.[OH-].[Li+]. Product: [CH3:28][C:25]1([CH3:29])[CH2:24][O:23][CH:22]([CH2:21][CH2:20][CH2:19][S:17][C:3]2[N:2]([CH3:1])[C:6]([C:7]3[CH:8]=[C:9]4[C:14](=[CH:15][CH:16]=3)[N:13]=[CH:12][CH:11]=[CH:10]4)=[N:5][N:4]=2)[O:27][CH2:26]1. The catalyst class is: 9. (4) Reactant: [C:1]([C:5]1[CH:6]=[C:7]2[C:12](=[CH:13][CH:14]=1)[C:11](=[O:15])[N:10]([C:16]1[C:17]([CH:44]=[O:45])=[C:18]([N:22]3[CH:26]=[C:25]([C:27]#[N:28])[C:24]([NH:29][C:30]4[CH:35]=[CH:34][C:33]([C:36]([N:38]5[CH2:43][CH2:42][O:41][CH2:40][CH2:39]5)=[O:37])=[CH:32][CH:31]=4)=[N:23]3)[CH:19]=[CH:20][CH:21]=1)[N:9]=[CH:8]2)([CH3:4])([CH3:3])[CH3:2].[BH4-].[Na+].C[OH:49]. Product: [C:1]([C:5]1[CH:6]=[C:7]2[C:12](=[CH:13][CH:14]=1)[C:11](=[O:15])[N:10]([C:16]1[C:17]([CH2:44][OH:45])=[C:18]([N:22]3[CH:26]=[C:25]([C:27]([NH2:28])=[O:49])[C:24]([NH:29][C:30]4[CH:35]=[CH:34][C:33]([C:36]([N:38]5[CH2:39][CH2:40][O:41][CH2:42][CH2:43]5)=[O:37])=[CH:32][CH:31]=4)=[N:23]3)[CH:19]=[CH:20][CH:21]=1)[N:9]=[CH:8]2)([CH3:4])([CH3:2])[CH3:3]. The catalyst class is: 46.